Dataset: CYP2C19 inhibition data for predicting drug metabolism from PubChem BioAssay. Task: Regression/Classification. Given a drug SMILES string, predict its absorption, distribution, metabolism, or excretion properties. Task type varies by dataset: regression for continuous measurements (e.g., permeability, clearance, half-life) or binary classification for categorical outcomes (e.g., BBB penetration, CYP inhibition). Dataset: cyp2c19_veith. The molecule is O=S(=O)(C=C(c1ccccc1)c1ccccc1)c1ccccc1. The result is 1 (inhibitor).